This data is from Forward reaction prediction with 1.9M reactions from USPTO patents (1976-2016). The task is: Predict the product of the given reaction. (1) Given the reactants FC(F)(F)C(O)=O.[CH3:8][C@@H:9]1[NH:15][CH2:14][C:13]2[CH:16]=[CH:17][C:18]([C:20]([O:22][CH3:23])=[O:21])=[CH:19][C:12]=2[O:11][CH2:10]1.CCN(CC)CC.Cl[C:32]([O:34][CH:35]1[CH2:39][CH2:38][CH2:37][CH2:36]1)=[O:33], predict the reaction product. The product is: [CH3:8][C@@H:9]1[N:15]([C:32]([O:34][CH:35]2[CH2:39][CH2:38][CH2:37][CH2:36]2)=[O:33])[CH2:14][C:13]2[CH:16]=[CH:17][C:18]([C:20]([O:22][CH3:23])=[O:21])=[CH:19][C:12]=2[O:11][CH2:10]1. (2) Given the reactants [CH:1]1([N:6]2[CH2:12][CH2:11][C:10]3[CH:13]=[CH:14][C:15]([N:17]4[CH2:22][CH2:21][NH:20][CH2:19][CH2:18]4)=[CH:16][C:9]=3[CH2:8][CH2:7]2)[CH2:5][CH2:4][CH2:3][CH2:2]1.[Cl:23][C:24]1[CH:25]=[C:26]([S:31](Cl)(=[O:33])=[O:32])[CH:27]=[CH:28][C:29]=1[Cl:30].CN1CCOCC1.[N-]=C=O, predict the reaction product. The product is: [CH:1]1([N:6]2[CH2:12][CH2:11][C:10]3[CH:13]=[CH:14][C:15]([N:17]4[CH2:18][CH2:19][N:20]([S:31]([C:26]5[CH:27]=[CH:28][C:29]([Cl:30])=[C:24]([Cl:23])[CH:25]=5)(=[O:33])=[O:32])[CH2:21][CH2:22]4)=[CH:16][C:9]=3[CH2:8][CH2:7]2)[CH2:5][CH2:4][CH2:3][CH2:2]1. (3) Given the reactants [NH2:1][C:2]1[CH:7]=[C:6]([CH2:8][O:9][C:10]2[C:19]3[C:14](=[CH:15][CH:16]=[CH:17][CH:18]=3)[C:13]([N+:20]([O-])=O)=[CH:12][CH:11]=2)[CH:5]=[CH:4][N:3]=1, predict the reaction product. The product is: [NH2:1][C:2]1[CH:7]=[C:6]([CH2:8][O:9][C:10]2[C:19]3[C:14](=[CH:15][CH:16]=[CH:17][CH:18]=3)[C:13]([NH2:20])=[CH:12][CH:11]=2)[CH:5]=[CH:4][N:3]=1.